From a dataset of Reaction yield outcomes from USPTO patents with 853,638 reactions. Predict the reaction yield, written as a fraction of the theoretical maximum amount of product (1.0 means a 100% yield; for example, 0.34 means a 34% yield). (1) No catalyst specified. The product is [CH:33]1([CH2:32][S:29]([C:26]2[CH:27]=[CH:28][C:20]([N:36]3[CH2:41][CH2:40][O:39][CH2:38][CH2:37]3)=[C:21]([CH:25]=2)[C:22]([OH:24])=[O:23])(=[O:31])=[O:30])[CH2:35][CH2:34]1. The yield is 0.270. The reactants are CS(C1C=CC(N2CCCC2)=C(C=1)C(O)=O)(=O)=O.Cl[C:20]1[CH:28]=[CH:27][C:26]([S:29]([CH2:32][CH:33]2[CH2:35][CH2:34]2)(=[O:31])=[O:30])=[CH:25][C:21]=1[C:22]([OH:24])=[O:23].[NH:36]1[CH2:41][CH2:40][O:39][CH2:38][CH2:37]1. (2) The reactants are [O:1]1[C:5]2[CH:6]=[CH:7][CH:8]=[CH:9][C:4]=2[N:3]=[C:2]1[C:10]1[CH:11]=[C:12]([NH2:17])[C:13]([NH2:16])=[CH:14][CH:15]=1.[C:18]([NH:21][C:22]1[CH:30]=[CH:29][C:25]([C:26](Cl)=[O:27])=[CH:24][CH:23]=1)(=[O:20])[CH3:19].CCOC(C)=O. The catalyst is C(#N)C.N1C=CC=CC=1. The product is [C:18]([NH:21][C:22]1[CH:30]=[CH:29][C:25]([C:26]([NH:17][C:12]2[CH:11]=[C:10]([C:2]3[O:1][C:5]4[CH:6]=[CH:7][CH:8]=[CH:9][C:4]=4[N:3]=3)[CH:15]=[CH:14][C:13]=2[NH2:16])=[O:27])=[CH:24][CH:23]=1)(=[O:20])[CH3:19]. The yield is 0.0100. (3) The reactants are [NH:1]1[CH2:4][CH:3]([O:5][C:6]2[CH:16]=[CH:15][C:9]([CH2:10][N:11]3[CH2:14][CH2:13][CH2:12]3)=[CH:8][CH:7]=2)[CH2:2]1.[CH3:17][O:18][C:19]1[CH:24]=[CH:23][C:22]([C:25]2[O:29][C:28]([C:30](OCC)=[O:31])=[N:27][N:26]=2)=[CH:21][CH:20]=1. No catalyst specified. The product is [N:11]1([CH2:10][C:9]2[CH:15]=[CH:16][C:6]([O:5][CH:3]3[CH2:2][N:1]([C:30]([C:28]4[O:29][C:25]([C:22]5[CH:23]=[CH:24][C:19]([O:18][CH3:17])=[CH:20][CH:21]=5)=[N:26][N:27]=4)=[O:31])[CH2:4]3)=[CH:7][CH:8]=2)[CH2:12][CH2:13][CH2:14]1. The yield is 0.680. (4) The reactants are Cl[C:2]1[N:3]=[C:4]([N:24]2[CH2:29][CH2:28][O:27][CH2:26][CH2:25]2)[C:5]2[O:10][C:9]([CH2:11][N:12]3[CH2:17][CH2:16][N:15]([C:18]([CH3:23])([CH3:22])[C:19]([NH2:21])=[O:20])[CH2:14][CH2:13]3)=[CH:8][C:6]=2[N:7]=1.[CH3:30][C:31]1[NH:35][C:34]2[CH:36]=[CH:37][CH:38]=[CH:39][C:33]=2[N:32]=1.CC(C1C=C(C(C)C)C(C2C=CC=CC=2P(C2CCCCC2)C2CCCCC2)=C(C(C)C)C=1)C.C(=O)([O-])[O-].[Cs+].[Cs+]. The catalyst is O1CCOCC1.C1C=CC(/C=C/C(/C=C/C2C=CC=CC=2)=O)=CC=1.C1C=CC(/C=C/C(/C=C/C2C=CC=CC=2)=O)=CC=1.C1C=CC(/C=C/C(/C=C/C2C=CC=CC=2)=O)=CC=1.[Pd].[Pd]. The product is [CH3:22][C:18]([N:15]1[CH2:16][CH2:17][N:12]([CH2:11][C:9]2[O:10][C:5]3[C:4]([N:24]4[CH2:29][CH2:28][O:27][CH2:26][CH2:25]4)=[N:3][C:2]([N:32]4[C:33]5[CH:39]=[CH:38][CH:37]=[CH:36][C:34]=5[N:35]=[C:31]4[CH3:30])=[N:7][C:6]=3[CH:8]=2)[CH2:13][CH2:14]1)([CH3:23])[C:19]([NH2:21])=[O:20]. The yield is 0.670. (5) The reactants are C[Al](C)C.[CH3:5][NH:6][CH2:7][CH2:8][CH3:9].[C:10]([C:12]1[C:17]2[N:18]=[C:19]([C:21]([O:23]CC)=O)[O:20][C:16]=2[C:15]([F:26])=[C:14]([C:27]2[CH:32]=[CH:31][CH:30]=[CH:29][CH:28]=2)[C:13]=1[CH3:33])#[N:11].Cl. The catalyst is ClCCl.C1(C)C=CC=CC=1. The product is [C:10]([C:12]1[C:17]2[N:18]=[C:19]([C:21]([N:6]([CH3:5])[CH2:7][CH2:8][CH3:9])=[O:23])[O:20][C:16]=2[C:15]([F:26])=[C:14]([C:27]2[CH:28]=[CH:29][CH:30]=[CH:31][CH:32]=2)[C:13]=1[CH3:33])#[N:11]. The yield is 0.550. (6) The reactants are [C:1]([C:5]1[CH:11]=[C:10]([OH:12])[C:9]([C:13]([CH3:16])([CH3:15])[CH3:14])=[CH:8][C:6]=1[OH:7])([CH3:4])([CH3:3])[CH3:2].[CH3:17][C:18]([CH3:23])([CH3:22])[C:19](O)=[O:20].S(=O)(=O)(O)O. The catalyst is C(#N)C. The product is [C:1]([C:5]1[CH:11]=[C:10]([O:12][C:19](=[O:20])[C:18]([CH3:23])([CH3:22])[CH3:17])[C:9]([C:13]([CH3:16])([CH3:15])[CH3:14])=[CH:8][C:6]=1[OH:7])([CH3:4])([CH3:3])[CH3:2]. The yield is 0.780. (7) The reactants are C(=O)([O-])[O-].[K+].[K+].[CH2:7](Br)[C:8]1[CH:13]=[CH:12][CH:11]=[CH:10][CH:9]=1.[CH2:15]([C:17]1[CH:22]=[CH:21][C:20]([O:23][CH2:24][CH2:25][CH3:26])=[CH:19][C:18]=1[OH:27])[CH3:16]. The catalyst is CN(C=O)C. The product is [CH2:7]([O:27][C:18]1[CH:19]=[C:20]([O:23][CH2:24][CH2:25][CH3:26])[CH:21]=[CH:22][C:17]=1[CH2:15][CH3:16])[C:8]1[CH:13]=[CH:12][CH:11]=[CH:10][CH:9]=1. The yield is 0.550.